From a dataset of Catalyst prediction with 721,799 reactions and 888 catalyst types from USPTO. Predict which catalyst facilitates the given reaction. (1) Reactant: [CH3:1][CH:2]([N:5]1[C:13]2[CH:12]=[C:11](Cl)[N:10]=[CH:9][C:8]=2[C:7]([N:15]2[CH2:18][C:17]([CH2:20][OH:21])([OH:19])[CH2:16]2)=[N:6]1)[CH2:3][CH3:4].[NH2:22][C:23]1[CH:28]=[CH:27][N:26]=[C:25]([N:29]2[CH2:34][CH2:33][C:32]([CH3:36])([OH:35])[CH2:31][CH2:30]2)[N:24]=1.C1(P(C2CCCCC2)C2C(OC)=CC=C(OC)C=2C2C(C(C)C)=CC(C(C)C)=CC=2C(C)C)CCCCC1.C(=O)([O-])[O-].[Cs+].[Cs+]. Product: [CH:2]([N:5]1[C:13]2[CH:12]=[C:11]([NH:22][C:23]3[CH:28]=[CH:27][N:26]=[C:25]([N:29]4[CH2:30][CH2:31][C:32]([CH3:36])([OH:35])[CH2:33][CH2:34]4)[N:24]=3)[N:10]=[CH:9][C:8]=2[C:7]([N:15]2[CH2:18][C:17]([OH:19])([CH2:20][OH:21])[CH2:16]2)=[N:6]1)([CH2:3][CH3:4])[CH3:1]. The catalyst class is: 12. (2) Reactant: [H-].[Na+].[C@@H:3]1([OH:10])[CH2:8][CH2:7][CH2:6][CH2:5][C@@H:4]1[OH:9].[Cl:11][C:12]1[CH:17]=[C:16](Cl)[N:15]=[CH:14][N:13]=1.[Cl-].[NH4+]. Product: [Cl:11][C:12]1[CH:17]=[C:16]([O:9][C@@H:4]2[CH2:5][CH2:6][CH2:7][CH2:8][C@@H:3]2[OH:10])[N:15]=[CH:14][N:13]=1. The catalyst class is: 7. (3) Reactant: [Cl:1][C:2]1[CH:3]=[CH:4][C:5]2[N:11]3[CH2:12][C@H:8]([CH2:9][CH2:10]3)[NH:7][C:6]=2[N:13]=1.[N:14]1[CH:19]=[CH:18][CH:17]=[CH:16][C:15]=1[N:20]1C(=O)N2C=CC=CC2=N[C:21]1=[O:31].O. Product: [Cl:1][C:2]1[CH:3]=[CH:4][C:5]2[N:11]3[CH2:12][C@H:8]([CH2:9][CH2:10]3)[N:7]([C:21]([NH:20][C:15]3[CH:16]=[CH:17][CH:18]=[CH:19][N:14]=3)=[O:31])[C:6]=2[N:13]=1. The catalyst class is: 7. (4) Reactant: [CH3:1][C@H:2]([O:6][C:7]1[N:15]=[C:14]2[C:10]([N:11]=[CH:12][N:13]2[CH:16]2[CH2:21][CH2:20][CH2:19][CH2:18][O:17]2)=[C:9]([NH2:22])[N:8]=1)[CH2:3][CH2:4][CH3:5].[Br:23]N1C(=O)CCC1=O. Product: [Br:23][C:12]1[N:13]([CH:16]2[CH2:21][CH2:20][CH2:19][CH2:18][O:17]2)[C:14]2[C:10]([N:11]=1)=[C:9]([NH2:22])[N:8]=[C:7]([O:6][C@@H:2]([CH3:1])[CH2:3][CH2:4][CH3:5])[N:15]=2. The catalyst class is: 2. (5) Reactant: Cl[C:2]([O:4][CH2:5][CH3:6])=[O:3].C(Cl)Cl.[C:10]1([C@H:16]2[C:25]3[C:20](=[CH:21][CH:22]=[CH:23][CH:24]=3)[CH2:19][CH2:18][NH:17]2)[CH:15]=[CH:14][CH:13]=[CH:12][CH:11]=1. Product: [C:10]1([C@H:16]2[C:25]3[C:20](=[CH:21][CH:22]=[CH:23][CH:24]=3)[CH2:19][CH2:18][N:17]2[C:2]([O:4][CH2:5][CH3:6])=[O:3])[CH:11]=[CH:12][CH:13]=[CH:14][CH:15]=1. The catalyst class is: 66. (6) Product: [C:1]([Si:5]([O:23][CH2:22][C:14]1[CH:15]=[C:16]([O:19][CH2:20][CH3:21])[C:17]([I:18])=[C:12]([O:11][CH2:9][CH3:10])[CH:13]=1)([CH3:8])[CH3:7])([CH3:4])([CH3:3])[CH3:2]. Reactant: [C:1]([Si:5]([CH3:8])([CH3:7])Cl)([CH3:4])([CH3:3])[CH3:2].[CH2:9]([O:11][C:12]1[CH:13]=[C:14]([CH2:22][OH:23])[CH:15]=[C:16]([O:19][CH2:20][CH3:21])[C:17]=1[I:18])[CH3:10].N1C=CN=C1.CN(C=O)C. The catalyst class is: 84. (7) Reactant: [NH2:1][C:2]1[N:7]=[C:6]([CH2:8][CH2:9][CH2:10][C:11]([OH:13])=O)[CH:5]=[C:4]([NH:14][C:15]2[CH:20]=[CH:19][C:18]([O:21][C:22]3[CH:27]=[CH:26][N:25]=[C:24]4[NH:28][CH:29]=[CH:30][C:23]=34)=[C:17]([F:31])[CH:16]=2)[N:3]=1.CN(C(ON1N=N[C:42]2[CH:43]=[CH:44][CH:45]=[N:46][C:41]1=2)=[N+](C)C)C.F[P-](F)(F)(F)(F)F.C(NC(C)C)(C)C.N1CCCCC1. Product: [F:31][C:17]1[CH:16]=[C:15]([NH:14][C:4]2[CH:5]=[C:6]([CH2:8][CH2:9][CH2:10][C:11](=[O:13])[N:46]3[CH2:41][CH2:42][CH2:43][CH2:44][CH2:45]3)[N:7]=[C:2]([NH2:1])[N:3]=2)[CH:20]=[CH:19][C:18]=1[O:21][C:22]1[CH:27]=[CH:26][N:25]=[C:24]2[NH:28][CH:29]=[CH:30][C:23]=12. The catalyst class is: 3. (8) Reactant: [C:1]([O:5][C:6]([N:8]1[CH2:13][CH:12]=[C:11](OS(C(F)(F)F)(=O)=O)[CH2:10][CH2:9]1)=[O:7])([CH3:4])([CH3:3])[CH3:2].[Br-].[N:23]1[CH:28]=[CH:27][CH:26]=[CH:25][C:24]=1[Zn+]. Product: [C:1]([O:5][C:6]([N:8]1[CH2:13][CH:12]=[C:11]([C:24]2[CH:25]=[CH:26][CH:27]=[CH:28][N:23]=2)[CH2:10][CH2:9]1)=[O:7])([CH3:4])([CH3:3])[CH3:2]. The catalyst class is: 176. (9) Product: [F:31][C:25]1[CH:26]=[C:27]([F:30])[CH:28]=[CH:29][C:24]=1[C:19]1[CH:20]=[CH:21][C:5]2[O:4][C:2](=[O:3])[N:14]([C:10]3[CH:9]=[C:8]([CH:13]=[CH:12][CH:11]=3)[C:6]#[N:7])[C:15](=[O:16])[C:17]=2[CH:18]=1. Reactant: Cl[C:2]([O:4][CH3:5])=[O:3].[C:6]([C:8]1[CH:9]=[C:10]([NH:14][C:15]([C:17]2[CH:18]=[C:19]([C:24]3[CH:29]=[CH:28][C:27]([F:30])=[CH:26][C:25]=3[F:31])[CH:20]=[CH:21]C=2O)=[O:16])[CH:11]=[CH:12][CH:13]=1)#[N:7].Cl. The catalyst class is: 860.